From a dataset of CYP2C9 inhibition data for predicting drug metabolism from PubChem BioAssay. Regression/Classification. Given a drug SMILES string, predict its absorption, distribution, metabolism, or excretion properties. Task type varies by dataset: regression for continuous measurements (e.g., permeability, clearance, half-life) or binary classification for categorical outcomes (e.g., BBB penetration, CYP inhibition). Dataset: cyp2c9_veith. (1) The molecule is NC(N)=Nc1ccc2[nH]c3c(c2c1)C[C@]1(O)[C@@H]2Cc4ccc(O)c5c4[C@]1(CCN2CC1CC1)[C@@H]3O5. The result is 0 (non-inhibitor). (2) The molecule is N[C@H](Cn1ccc(=O)n(Cc2ccccc2C(=O)O)c1=O)C(=O)O. The result is 0 (non-inhibitor). (3) The drug is O=C(c1ccco1)N1CCC[C@@]2(CCN(c3ccccn3)C2)C1. The result is 0 (non-inhibitor).